From a dataset of Forward reaction prediction with 1.9M reactions from USPTO patents (1976-2016). Predict the product of the given reaction. (1) Given the reactants [CH:1]1([CH2:4][NH2:5])[CH2:3][CH2:2]1.[C:6]([C:8]1[C:16]2[C:11](=[CH:12][CH:13]=[C:14]([CH2:17][CH2:18][NH:19][C:20](=[O:34])[C:21]3[CH:26]=[CH:25][C:24]([C:27]4[CH:32]=[CH:31][N:30]=[C:29](Cl)[N:28]=4)=[CH:23][CH:22]=3)[CH:15]=2)[NH:10][CH:9]=1)#[N:7], predict the reaction product. The product is: [C:6]([C:8]1[C:16]2[C:11](=[CH:12][CH:13]=[C:14]([CH2:17][CH2:18][NH:19][C:20](=[O:34])[C:21]3[CH:26]=[CH:25][C:24]([C:27]4[CH:32]=[CH:31][N:30]=[C:29]([NH:5][CH2:4][CH:1]5[CH2:3][CH2:2]5)[N:28]=4)=[CH:23][CH:22]=3)[CH:15]=2)[NH:10][CH:9]=1)#[N:7]. (2) The product is: [CH2:26]([N:14]([CH2:7][C:8]1[CH:9]=[CH:10][CH:11]=[CH:12][CH:13]=1)[C:15]1[C:20]([N+:21]([O-:23])=[O:22])=[C:19]([NH:24][CH2:1][C:2]2[CH:5]=[N:21][C:20]([CH3:15])=[CH:19][CH:3]=2)[CH:18]=[C:17]([Br:25])[N:16]=1)[C:27]1[CH:32]=[CH:31][CH:30]=[CH:29][CH:28]=1. Given the reactants [CH3:1][C:2]([CH3:5])([O-])[CH3:3].[K+].[CH2:7]([N:14]([CH2:26][C:27]1[CH:32]=[CH:31][CH:30]=[CH:29][CH:28]=1)[C:15]1[C:20]([N+:21]([O-:23])=[O:22])=[C:19]([NH2:24])[CH:18]=[C:17]([Br:25])[N:16]=1)[C:8]1[CH:13]=[CH:12][CH:11]=[CH:10][CH:9]=1, predict the reaction product. (3) Given the reactants [CH3:1][O:2][C:3]1[CH:4]=[C:5]([C:9]2[CH:14]=[CH:13][N:12]=[C:11]([NH2:15])[C:10]=2[N+:16]([O-])=O)[CH:6]=[CH:7][CH:8]=1.C([O-])=O.[NH4+], predict the reaction product. The product is: [CH3:1][O:2][C:3]1[CH:4]=[C:5]([C:9]2[CH:14]=[CH:13][N:12]=[C:11]([NH2:15])[C:10]=2[NH2:16])[CH:6]=[CH:7][CH:8]=1. (4) Given the reactants [C:1]([O:5][C:6]([N:8]([CH3:34])[C:9]1[N:14]=[C:13]([CH2:15][CH2:16][CH2:17][C:18]2[N:23]=[CH:22][C:21]([CH2:24][C@@H:25]([C:27]([O:29][C:30]([CH3:33])([CH3:32])[CH3:31])=[O:28])[NH2:26])=[CH:20][CH:19]=2)[CH:12]=[CH:11][CH:10]=1)=[O:7])([CH3:4])([CH3:3])[CH3:2].[Cl:35][C:36]1[CH:44]=[CH:43][CH:42]=[C:41]([Cl:45])[C:37]=1[C:38](Cl)=[O:39].C(O)(=O)CC(CC(O)=O)(C(O)=O)O, predict the reaction product. The product is: [C:1]([O:5][C:6]([N:8]([CH3:34])[C:9]1[N:14]=[C:13]([CH2:15][CH2:16][CH2:17][C:18]2[N:23]=[CH:22][C:21]([CH2:24][C@@H:25]([C:27]([O:29][C:30]([CH3:33])([CH3:32])[CH3:31])=[O:28])[NH:26][C:38]([C:37]3[C:36]([Cl:35])=[CH:44][CH:43]=[CH:42][C:41]=3[Cl:45])=[O:39])=[CH:20][CH:19]=2)[CH:12]=[CH:11][CH:10]=1)=[O:7])([CH3:4])([CH3:3])[CH3:2]. (5) Given the reactants [CH3:1][N:2]([S:15]([C:18]1[S:19][CH:20]=[CH:21][CH:22]=1)(=[O:17])=[O:16])[C:3]1[CH:4]=[CH:5][CH:6]=[C:7]2[C:11]=1[NH:10][C:9]([C:12](O)=[O:13])=[CH:8]2.Cl.[C:24]([S:43][CH2:44][CH2:45][NH2:46])([C:37]1[CH:42]=[CH:41][CH:40]=[CH:39][CH:38]=1)([C:31]1[CH:36]=[CH:35][CH:34]=[CH:33][CH:32]=1)[C:25]1[CH:30]=[CH:29][CH:28]=[CH:27][CH:26]=1.N1(O)C2C=CC=CC=2N=N1.Cl.CN(C)CCCN=C=NCC, predict the reaction product. The product is: [CH3:1][N:2]([S:15]([C:18]1[S:19][CH:20]=[CH:21][CH:22]=1)(=[O:17])=[O:16])[C:3]1[CH:4]=[CH:5][CH:6]=[C:7]2[C:11]=1[NH:10][C:9]([C:12]([NH:46][CH2:45][CH2:44][S:43][C:24]([C:31]1[CH:36]=[CH:35][CH:34]=[CH:33][CH:32]=1)([C:25]1[CH:26]=[CH:27][CH:28]=[CH:29][CH:30]=1)[C:37]1[CH:42]=[CH:41][CH:40]=[CH:39][CH:38]=1)=[O:13])=[CH:8]2. (6) Given the reactants [F:1][C:2]1[C:7]2[C:8]([C:11]([OH:13])=O)=[N:9][S:10][C:6]=2[CH:5]=[CH:4][CH:3]=1.[NH2:14][C:15]1[C:20]([Cl:21])=[CH:19][C:18]([CH2:22][C:23]([O:25]CC)=[O:24])=[C:17]([F:28])[CH:16]=1.C1C=CC2N(O)N=NC=2C=1.CCN=C=NCCCN(C)C.Cl.[OH-].[Na+], predict the reaction product. The product is: [Cl:21][C:20]1[C:15]([NH:14][C:11]([C:8]2[C:7]3[C:2]([F:1])=[CH:3][CH:4]=[CH:5][C:6]=3[S:10][N:9]=2)=[O:13])=[CH:16][C:17]([F:28])=[C:18]([CH2:22][C:23]([OH:25])=[O:24])[CH:19]=1. (7) The product is: [F:17][C:18]1[CH:23]=[CH:22][C:21]([C:2]2[CH:7]=[CH:6][N:5]3[C:8](=[O:15])[N:9]([CH2:11][CH:12]([CH3:14])[CH3:13])[N:10]=[C:4]3[C:3]=2[C:21]2[CH:22]=[CH:23][C:18]([F:17])=[CH:19][CH:20]=2)=[CH:20][CH:19]=1. Given the reactants Br[C:2]1[CH:7]=[CH:6][N:5]2[C:8](=[O:15])[N:9]([CH2:11][CH:12]([CH3:14])[CH3:13])[N:10]=[C:4]2[C:3]=1I.[F:17][C:18]1[CH:23]=[CH:22][C:21](B(O)O)=[CH:20][CH:19]=1.C([O-])([O-])=O.[K+].[K+], predict the reaction product.